This data is from Forward reaction prediction with 1.9M reactions from USPTO patents (1976-2016). The task is: Predict the product of the given reaction. (1) Given the reactants [CH3:1][N:2]1[C:7]([CH3:8])=[C:6]([N+:9]([O-:11])=[O:10])[C:5](=[O:12])[NH:4][C:3]1=[O:13].Br[CH2:15][CH2:16][CH2:17][O:18][CH:19]1[CH2:24][CH2:23][CH2:22][CH2:21][O:20]1.C([O-])([O-])=O.[K+].[K+], predict the reaction product. The product is: [CH3:1][N:2]1[C:7]([CH3:8])=[C:6]([N+:9]([O-:11])=[O:10])[C:5](=[O:12])[N:4]([CH2:15][CH2:16][CH2:17][O:18][CH:19]2[CH2:24][CH2:23][CH2:22][CH2:21][O:20]2)[C:3]1=[O:13]. (2) The product is: [C:4]1([C:12]2[CH:17]=[CH:16][CH:15]=[CH:14][CH:13]=2)[CH:5]=[C:6]([CH:7]=[O:8])[CH:1]=[C:2]([CH:10]=[O:11])[CH:3]=1. Given the reactants [CH:1]1[C:6]([CH:7]=[O:8])=[CH:5][C:4](Br)=[CH:3][C:2]=1[CH:10]=[O:11].[C:12]1(B(O)O)[CH:17]=[CH:16][CH:15]=[CH:14][CH:13]=1.C(=O)([O-])[O-].[K+].[K+].N#N, predict the reaction product. (3) Given the reactants [NH2:1][CH:2]([CH2:12][NH:13][C:14](=[O:20])[O:15][C:16]([CH3:19])([CH3:18])[CH3:17])[CH2:3][NH:4][C:5](=[O:11])[O:6][C:7]([CH3:10])([CH3:9])[CH3:8].C([O:23][C:24]1[C:25](=[O:56])[C:26](=O)[C:27]=1[NH:28][C:29]1[CH:30]=[N:31][N:32]([CH3:54])[C:33]=1[NH:34][C:35]([C:48]1[CH:53]=[CH:52][CH:51]=[CH:50][CH:49]=1)([C:42]1[CH:47]=[CH:46][CH:45]=[CH:44][CH:43]=1)[C:36]1[CH:41]=[CH:40][CH:39]=[CH:38][CH:37]=1)C.C(N(CC)CC)C, predict the reaction product. The product is: [CH3:54][N:32]1[C:33]([NH:34][C:35]([C:42]2[CH:43]=[CH:44][CH:45]=[CH:46][CH:47]=2)([C:48]2[CH:53]=[CH:52][CH:51]=[CH:50][CH:49]=2)[C:36]2[CH:41]=[CH:40][CH:39]=[CH:38][CH:37]=2)=[C:29]([NH:28][C:27]2[C:24](=[O:23])[C:25](=[O:56])[C:26]=2[NH:1][CH:2]([CH2:12][NH:13][C:14](=[O:20])[O:15][C:16]([CH3:19])([CH3:18])[CH3:17])[CH2:3][NH:4][C:5](=[O:11])[O:6][C:7]([CH3:10])([CH3:9])[CH3:8])[CH:30]=[N:31]1. (4) Given the reactants F[C:2]1[CH:24]=[CH:23][C:22]([C:25]([F:28])([F:27])[F:26])=[CH:21][C:3]=1[C:4]([N:6]1[CH2:11][CH2:10][N:9]([C:12]([O:14][C:15]([CH3:18])([CH3:17])[CH3:16])=[O:13])[CH2:8][CH:7]1[CH2:19][OH:20])=[O:5].[H-].[Na+], predict the reaction product. The product is: [O:5]=[C:4]1[C:3]2[CH:21]=[C:22]([C:25]([F:27])([F:26])[F:28])[CH:23]=[CH:24][C:2]=2[O:20][CH2:19][CH:7]2[CH2:8][N:9]([C:12]([O:14][C:15]([CH3:18])([CH3:17])[CH3:16])=[O:13])[CH2:10][CH2:11][N:6]12. (5) The product is: [O:27]1[CH:25]=[CH:28][C:29]([CH2:46][N:22]2[CH2:23][CH2:24][CH:19]([N:10]3[C:11]([C:12]4[CH:17]=[CH:16][N:15]=[C:14]([NH2:18])[N:13]=4)=[C:7]([C:1]4[CH:2]=[CH:3][CH:4]=[CH:5][CH:6]=4)[N:8]=[CH:9]3)[CH2:20][CH2:21]2)=[N:30]1. Given the reactants [C:1]1([C:7]2[N:8]=[CH:9][N:10]([CH:19]3[CH2:24][CH2:23][NH:22][CH2:21][CH2:20]3)[C:11]=2[C:12]2[CH:17]=[CH:16][N:15]=[C:14]([NH2:18])[N:13]=2)[CH:6]=[CH:5][CH:4]=[CH:3][CH:2]=1.[C:25]([C:28]1N(C2CCN(C(OC(C)(C)C)=O)CC2)C=[N:30][C:29]=1[C:46]1C=CC=CC=1)(=[O:27])C.CNC1N=C(C2N(C3CCNCC3)C=NC=2C2C=CC=CC=2)C=CN=1.Cl.NC(N)=N.O1C=CC(C=O)=N1.FC1C=CC(C2N=CN(C3CCN(CC4C=CON=4)CC3)C=2C2C=CN=C(NC)N=2)=CC=1, predict the reaction product. (6) Given the reactants [CH3:1][C:2]1[CH:11]=[CH:10][C:9]([N:12]2[CH2:17][CH2:16][N:15]([CH3:18])[CH2:14][CH2:13]2)=[C:8]2[C:3]=1[CH2:4][CH2:5][C@@H:6]([NH:19][C:20](=[O:33])[C:21]1[CH:26]=[CH:25][C:24]([N:27]3[CH2:32][CH2:31][O:30][CH2:29][CH2:28]3)=[CH:23][CH:22]=1)[CH2:7]2.O.O.[CH2:36]([S:42]([OH:45])(=[O:44])=[O:43])[CH2:37][S:38]([OH:41])(=[O:40])=[O:39].C(OCC)C, predict the reaction product. The product is: [CH2:36]([S:42]([OH:45])(=[O:44])=[O:43])[CH2:37][S:38]([OH:41])(=[O:40])=[O:39].[CH3:1][C:2]1[CH:11]=[CH:10][C:9]([N:12]2[CH2:17][CH2:16][N:15]([CH3:18])[CH2:14][CH2:13]2)=[C:8]2[C:3]=1[CH2:4][CH2:5][C@@H:6]([NH:19][C:20](=[O:33])[C:21]1[CH:26]=[CH:25][C:24]([N:27]3[CH2:32][CH2:31][O:30][CH2:29][CH2:28]3)=[CH:23][CH:22]=1)[CH2:7]2.